From a dataset of NCI-60 drug combinations with 297,098 pairs across 59 cell lines. Regression. Given two drug SMILES strings and cell line genomic features, predict the synergy score measuring deviation from expected non-interaction effect. (1) Drug 1: CN(C)C1=NC(=NC(=N1)N(C)C)N(C)C. Drug 2: CS(=O)(=O)OCCCCOS(=O)(=O)C. Cell line: CCRF-CEM. Synergy scores: CSS=26.2, Synergy_ZIP=4.01, Synergy_Bliss=4.33, Synergy_Loewe=-13.7, Synergy_HSA=1.86. (2) Drug 1: C1CC(C1)(C(=O)O)C(=O)O.[NH2-].[NH2-].[Pt+2]. Drug 2: CCC1(CC2CC(C3=C(CCN(C2)C1)C4=CC=CC=C4N3)(C5=C(C=C6C(=C5)C78CCN9C7C(C=CC9)(C(C(C8N6C)(C(=O)OC)O)OC(=O)C)CC)OC)C(=O)OC)O.OS(=O)(=O)O. Cell line: COLO 205. Synergy scores: CSS=5.15, Synergy_ZIP=-1.62, Synergy_Bliss=-3.79, Synergy_Loewe=-9.30, Synergy_HSA=-5.89. (3) Drug 1: C1=CC(=C2C(=C1NCCNCCO)C(=O)C3=C(C=CC(=C3C2=O)O)O)NCCNCCO. Drug 2: CN(C)C1=NC(=NC(=N1)N(C)C)N(C)C. Cell line: NCI/ADR-RES. Synergy scores: CSS=2.77, Synergy_ZIP=-1.30, Synergy_Bliss=-1.75, Synergy_Loewe=-8.98, Synergy_HSA=-3.28. (4) Cell line: SF-295. Drug 1: CC1C(C(CC(O1)OC2CC(CC3=C2C(=C4C(=C3O)C(=O)C5=C(C4=O)C(=CC=C5)OC)O)(C(=O)CO)O)N)O.Cl. Drug 2: COCCOC1=C(C=C2C(=C1)C(=NC=N2)NC3=CC=CC(=C3)C#C)OCCOC.Cl. Synergy scores: CSS=1.92, Synergy_ZIP=-1.20, Synergy_Bliss=-0.422, Synergy_Loewe=-1.14, Synergy_HSA=-0.838. (5) Drug 1: CC1=C(C=C(C=C1)NC(=O)C2=CC=C(C=C2)CN3CCN(CC3)C)NC4=NC=CC(=N4)C5=CN=CC=C5. Drug 2: C1C(C(OC1N2C=NC3=C2NC=NCC3O)CO)O. Cell line: M14. Synergy scores: CSS=1.92, Synergy_ZIP=-1.42, Synergy_Bliss=-3.15, Synergy_Loewe=-0.311, Synergy_HSA=-1.84. (6) Drug 1: C1=CC(=CC=C1CCC2=CNC3=C2C(=O)NC(=N3)N)C(=O)NC(CCC(=O)O)C(=O)O. Drug 2: CN(C)C1=NC(=NC(=N1)N(C)C)N(C)C. Cell line: CCRF-CEM. Synergy scores: CSS=40.6, Synergy_ZIP=2.76, Synergy_Bliss=-1.62, Synergy_Loewe=-37.4, Synergy_HSA=-3.01.